From a dataset of Catalyst prediction with 721,799 reactions and 888 catalyst types from USPTO. Predict which catalyst facilitates the given reaction. (1) The catalyst class is: 3. Reactant: [F:1][CH:2](O)[CH2:3][CH2:4][F:5].[H-].[Na+].[Cl:9][C:10]1[CH:11]=[C:12]([C:17]2[O:21][N:20]=[C:19]([C:22]3[CH:30]=[CH:29][CH:28]=[C:27]4[C:23]=3[CH:24]=[CH:25][N:26]4[CH2:31][C:32]([NH2:34])=[O:33])[N:18]=2)[CH:13]=[CH:14][C:15]=1F.[OH2:35]. Product: [Cl:9][C:10]1[CH:11]=[C:12]([C:17]2[O:21][N:20]=[C:19]([C:22]3[CH:30]=[CH:29][CH:28]=[C:27]4[C:23]=3[CH:24]=[CH:25][N:26]4[CH2:31][C:32]([NH2:34])=[O:33])[N:18]=2)[CH:13]=[CH:14][C:15]=1[O:35][CH:3]([CH2:4][F:5])[CH2:2][F:1]. (2) Reactant: [F:1][C:2]([F:29])([S:25](F)(=[O:27])=[O:26])[C:3]([F:24])([F:23])[C:4]([F:22])([F:21])[C:5]([F:20])([F:19])[C:6]([F:18])([F:17])[C:7]([F:16])([F:15])[C:8]([F:14])([F:13])[C:9]([F:12])([F:11])[F:10].C(N(CC)CC)C.[CH2:37]([NH2:44])[C:38]1[CH:43]=[CH:42][CH:41]=[CH:40][CH:39]=1. Product: [CH2:37]([NH:44][S:25]([C:2]([F:1])([F:29])[C:3]([F:23])([F:24])[C:4]([F:22])([F:21])[C:5]([F:19])([F:20])[C:6]([F:18])([F:17])[C:7]([F:15])([F:16])[C:8]([F:13])([F:14])[C:9]([F:10])([F:12])[F:11])(=[O:26])=[O:27])[C:38]1[CH:43]=[CH:42][CH:41]=[CH:40][CH:39]=1. The catalyst class is: 6. (3) Reactant: [C:1]1([OH:7])[CH:6]=[CH:5][CH:4]=[CH:3][CH:2]=1.[Br:8][C:9]1[CH:14]=[CH:13][C:12]([C:15](O)([CH2:18][CH3:19])[CH2:16][CH3:17])=[CH:11][C:10]=1[CH3:21]. Product: [Br:8][C:9]1[CH:14]=[CH:13][C:12]([C:15]([C:4]2[CH:5]=[CH:6][C:1]([OH:7])=[CH:2][CH:3]=2)([CH2:18][CH3:19])[CH2:16][CH3:17])=[CH:11][C:10]=1[CH3:21]. The catalyst class is: 55. (4) Reactant: C[O:2][C:3]1[CH:12]=[C:11]2[C:6]([C@H:7]([CH2:22][CH2:23][CH2:24][CH2:25][CH2:26][CH2:27][CH2:28][CH2:29][CH:30]([CH2:36][CH2:37][CH2:38][C:39]([F:45])([F:44])[C:40]([F:43])([F:42])[F:41])[C:31]([O:33][CH2:34][CH3:35])=[O:32])[C@@:8]([C:14]3[CH:19]=[CH:18][C:17]([O:20]C)=[CH:16][CH:15]=3)([CH3:13])[CH2:9][S:10]2)=[CH:5][CH:4]=1.B(Br)(Br)Br.O. Product: [OH:2][C:3]1[CH:12]=[C:11]2[C:6]([C@H:7]([CH2:22][CH2:23][CH2:24][CH2:25][CH2:26][CH2:27][CH2:28][CH2:29][CH:30]([CH2:36][CH2:37][CH2:38][C:39]([F:45])([F:44])[C:40]([F:41])([F:42])[F:43])[C:31]([O:33][CH2:34][CH3:35])=[O:32])[C@@:8]([C:14]3[CH:15]=[CH:16][C:17]([OH:20])=[CH:18][CH:19]=3)([CH3:13])[CH2:9][S:10]2)=[CH:5][CH:4]=1. The catalyst class is: 4. (5) Reactant: [CH3:1][N:2]1[CH:6]2[CH2:7][CH2:8][CH2:9][CH:5]2[NH:4][C:3]1=[O:10].[H-].[Na+].Cl[C:14]1[N:15]=[N:16][C:17]([C:20]#[C:21][C:22]2[CH:27]=[CH:26][CH:25]=[CH:24][CH:23]=2)=[CH:18][CH:19]=1. Product: [CH3:1][N:2]1[CH:6]2[CH2:7][CH2:8][CH2:9][CH:5]2[N:4]([C:14]2[N:15]=[N:16][C:17]([C:20]#[C:21][C:22]3[CH:23]=[CH:24][CH:25]=[CH:26][CH:27]=3)=[CH:18][CH:19]=2)[C:3]1=[O:10]. The catalyst class is: 3. (6) Reactant: [N:1]1([C:11]([O:13][C:14]([CH3:17])([CH3:16])[CH3:15])=[O:12])[CH2:6][CH2:5][NH:4][CH:3]([C:7]([O:9][CH3:10])=[O:8])[CH2:2]1.CCN(CC)CC.[Br:25][C:26]1[CH:31]=[CH:30][C:29]([S:32](Cl)(=[O:34])=[O:33])=[CH:28][CH:27]=1. Product: [Br:25][C:26]1[CH:31]=[CH:30][C:29]([S:32]([N:4]2[CH2:5][CH2:6][N:1]([C:11]([O:13][C:14]([CH3:17])([CH3:16])[CH3:15])=[O:12])[CH2:2][CH:3]2[C:7]([O:9][CH3:10])=[O:8])(=[O:34])=[O:33])=[CH:28][CH:27]=1. The catalyst class is: 91. (7) Reactant: [Br:1][C:2]1[CH:3]=[C:4]([C@H:12]2[O:16][C:15](=[O:17])[NH:14][C@H:13]2[CH3:18])[CH:5]=[C:6]([C:8]([F:11])([F:10])[F:9])[CH:7]=1.[H-].[Na+].CS(O[CH2:26][C:27]1[C:32]([C:33]2[CH:38]=[C:37]([CH:39]([CH3:41])[CH3:40])[C:36]([F:42])=[CH:35][C:34]=2[O:43][CH3:44])=[CH:31][N:30]=[C:29]([S:45][CH3:46])[N:28]=1)(=O)=O. Product: [Br:1][C:2]1[CH:3]=[C:4]([C@H:12]2[O:16][C:15](=[O:17])[N:14]([CH2:26][C:27]3[C:32]([C:33]4[CH:38]=[C:37]([CH:39]([CH3:41])[CH3:40])[C:36]([F:42])=[CH:35][C:34]=4[O:43][CH3:44])=[CH:31][N:30]=[C:29]([S:45][CH3:46])[N:28]=3)[C@H:13]2[CH3:18])[CH:5]=[C:6]([C:8]([F:9])([F:11])[F:10])[CH:7]=1. The catalyst class is: 1.